Dataset: Full USPTO retrosynthesis dataset with 1.9M reactions from patents (1976-2016). Task: Predict the reactants needed to synthesize the given product. (1) Given the product [Cl:14][CH:6]1[NH:7][C:2]([NH2:1])=[N:3][CH:4]=[C:5]1[N+:9]([O-:11])=[O:10], predict the reactants needed to synthesize it. The reactants are: [NH2:1][C:2]1[NH:7][C:6](=O)[C:5]([N+:9]([O-:11])=[O:10])=[CH:4][N:3]=1.P(Cl)(Cl)([Cl:14])=O. (2) Given the product [CH3:1][C:2]([CH3:9])([CH2:6][O:7][CH2:8][C:21]1[CH:26]=[CH:25][CH:24]=[CH:23][CH:22]=1)[C:3]([OH:5])=[O:4], predict the reactants needed to synthesize it. The reactants are: [CH3:1][C:2]([CH3:9])([CH2:6][O:7][CH3:8])[C:3]([OH:5])=[O:4].C(OC(=O)C(C)(C)CO)C.C(Cl)[C:21]1[CH:26]=[CH:25][CH:24]=[CH:23][CH:22]=1.